Task: Regression. Given a peptide amino acid sequence and an MHC pseudo amino acid sequence, predict their binding affinity value. This is MHC class II binding data.. Dataset: Peptide-MHC class II binding affinity with 134,281 pairs from IEDB (1) The peptide sequence is LDAAYSVAYKAAVGA. The MHC is HLA-DQA10301-DQB10301 with pseudo-sequence HLA-DQA10301-DQB10301. The binding affinity (normalized) is 0.690. (2) The peptide sequence is GLRTLWSPRERLVLT. The MHC is DRB1_0301 with pseudo-sequence DRB1_0301. The binding affinity (normalized) is 0.820. (3) The peptide sequence is GELQIVDDIDAAFKI. The MHC is DRB1_1501 with pseudo-sequence DRB1_1501. The binding affinity (normalized) is 0.398. (4) The peptide sequence is EGGAHLVQDDVIPAN. The MHC is HLA-DQA10401-DQB10402 with pseudo-sequence HLA-DQA10401-DQB10402. The binding affinity (normalized) is 0.364. (5) The peptide sequence is KVGEVCSFYADPKRY. The MHC is DRB1_0401 with pseudo-sequence DRB1_0401. The binding affinity (normalized) is 0.447. (6) The peptide sequence is CRNFFLTQGALLNDRH. The MHC is DRB1_0301 with pseudo-sequence DRB1_0301. The binding affinity (normalized) is 0. (7) The peptide sequence is MDCIIFESASKARLP. The MHC is DRB4_0101 with pseudo-sequence DRB4_0103. The binding affinity (normalized) is 0.562.